This data is from Forward reaction prediction with 1.9M reactions from USPTO patents (1976-2016). The task is: Predict the product of the given reaction. (1) Given the reactants [SH:1][C:2]1[CH:6]=[CH:5][N:4]([CH3:7])[N:3]=1.[N:8]1[C:16]2[C:11](=[N:12][CH:13]=[CH:14][CH:15]=2)[S:10][C:9]=1[NH2:17].Cl[C:19]1[C:20]2[N:28]=[C:27](Cl)[CH:26]=[CH:25][C:21]=2[N:22]=[CH:23][N:24]=1, predict the reaction product. The product is: [CH3:7][N:4]1[CH:5]=[CH:6][C:2]([S:1][C:14]2[CH:15]=[C:16]3[N:8]=[C:9]([NH:17][C:19]4[C:20]5[N:28]=[CH:27][CH:26]=[CH:25][C:21]=5[N:22]=[CH:23][N:24]=4)[S:10][C:11]3=[N:12][CH:13]=2)=[N:3]1. (2) Given the reactants [C:1]([NH:4][C@H:5]([C:10]([NH:12][C@@H:13]1[CH:21]2[C:22](=[O:29])[CH2:23][C@H:24]([C:26]([OH:28])=O)[CH2:25][N:19]3[C:20]2=[C:16]([CH:17]=[CH:18]3)[CH2:15][CH2:14]1)=[O:11])[C@H:6]([CH2:8][CH3:9])[CH3:7])(=[O:3])[CH3:2].[NH:30]1[CH:34]=[C:33]([CH2:35][NH2:36])[N:32]=[N:31]1, predict the reaction product. The product is: [C:1]([NH:4][C@H:5]([C:10]([NH:12][C@@H:13]1[CH:21]2[C:22](=[O:29])[CH2:23][C@H:24]([C:26]([NH:36][CH2:35][C:33]3[N:32]=[N:31][NH:30][CH:34]=3)=[O:28])[CH2:25][N:19]3[C:20]2=[C:16]([CH:17]=[CH:18]3)[CH2:15][CH2:14]1)=[O:11])[C@H:6]([CH2:8][CH3:9])[CH3:7])(=[O:3])[CH3:2]. (3) Given the reactants [CH3:1][O:2][C:3]1[CH:4]=[C:5]2[C:10](=[CH:11][C:12]=1[O:13][CH3:14])[N:9]=[CH:8][CH:7]=[C:6]2[O:15][C:16]1[CH:22]=[CH:21][C:19]([NH2:20])=[CH:18][C:17]=1[F:23].C(N(CC)CC)C.Cl[C:32](Cl)([O:34]C(=O)OC(Cl)(Cl)Cl)Cl.[NH2:43][C:44]1[O:48][N:47]=[C:46]([CH3:49])[CH:45]=1, predict the reaction product. The product is: [CH3:1][O:2][C:3]1[CH:4]=[C:5]2[C:10](=[CH:11][C:12]=1[O:13][CH3:14])[N:9]=[CH:8][CH:7]=[C:6]2[O:15][C:16]1[CH:22]=[CH:21][C:19]([NH:20][C:32]([NH:43][C:44]2[O:48][N:47]=[C:46]([CH3:49])[CH:45]=2)=[O:34])=[CH:18][C:17]=1[F:23]. (4) Given the reactants [C:1]([NH:20][C@H:21]([C:25]([OH:27])=[O:26])[CH:22]([CH3:24])[CH3:23])([C:14]1[CH:19]=[CH:18][CH:17]=[CH:16][CH:15]=1)([C:8]1[CH:13]=[CH:12][CH:11]=[CH:10][CH:9]=1)[C:2]1[CH:7]=[CH:6][CH:5]=[CH:4][CH:3]=1.[CH2:28]([CH:31]([CH2:34]O)[CH2:32][OH:33])[CH:29]=[CH2:30].C1CCC(N=C=NC2CCCCC2)CC1, predict the reaction product. The product is: [C:1]([NH:20][C@H:21]([C:25]([O:27][CH2:34][CH:31]([CH2:28][CH:29]=[CH2:30])[CH2:32][OH:33])=[O:26])[CH:22]([CH3:23])[CH3:24])([C:8]1[CH:13]=[CH:12][CH:11]=[CH:10][CH:9]=1)([C:14]1[CH:15]=[CH:16][CH:17]=[CH:18][CH:19]=1)[C:2]1[CH:3]=[CH:4][CH:5]=[CH:6][CH:7]=1. (5) Given the reactants C(N(CC)CC)C.[CH3:8][N:9]1[C:14](=[O:15])[CH2:13][C:12]2[CH:16]=[C:17]3[C:22](=[CH:23][C:11]=2[S:10]1(=O)=O)[CH2:21][CH2:20][CH2:19][CH2:18]3.FC1C=CC(N=C=O)=CC=1, predict the reaction product. The product is: [CH3:8][N:9]1[C:14](=[O:15])[CH2:13][C:12]2[CH:16]=[C:17]3[C:22](=[CH:23][C:11]=2[S:10]1)[CH2:21][CH2:20][CH2:19][CH2:18]3. (6) Given the reactants Br[C:2]1[CH:3]=[C:4]([C:8]2([C:19]3[CH:24]=[CH:23][N:22]=[C:21]([O:25][CH3:26])[CH:20]=3)[C:16]3[C:11](=[C:12]([F:17])[CH:13]=[CH:14][CH:15]=3)[C:10]([NH2:18])=[N:9]2)[CH:5]=[CH:6][CH:7]=1.C([Sn](CCCC)(CCCC)[C:32]1[CH:37]=[N:36][CH:35]=[CH:34][N:33]=1)CCC.CN(C=[O:50])C, predict the reaction product. The product is: [C:21]([OH:25])(=[O:50])[CH3:20].[F:17][C:12]1[CH:13]=[CH:14][CH:15]=[C:16]2[C:11]=1[C:10]([NH2:18])=[N:9][C:8]2([C:19]1[CH:24]=[CH:23][N:22]=[C:21]([O:25][CH3:26])[CH:20]=1)[C:4]1[CH:5]=[CH:6][CH:7]=[C:2]([C:32]2[CH:37]=[N:36][CH:35]=[CH:34][N:33]=2)[CH:3]=1.